This data is from Peptide-MHC class I binding affinity with 185,985 pairs from IEDB/IMGT. The task is: Regression. Given a peptide amino acid sequence and an MHC pseudo amino acid sequence, predict their binding affinity value. This is MHC class I binding data. (1) The peptide sequence is RYYDGNIYDL. The MHC is HLA-A02:01 with pseudo-sequence HLA-A02:01. The binding affinity (normalized) is 0.198. (2) The peptide sequence is ALSLAAVLV. The MHC is HLA-A02:01 with pseudo-sequence HLA-A02:01. The binding affinity (normalized) is 0.564. (3) The binding affinity (normalized) is 0.933. The MHC is HLA-A02:01 with pseudo-sequence HLA-A02:01. The peptide sequence is FICNLLLLFV. (4) The peptide sequence is KPFNNILDL. The MHC is HLA-A68:02 with pseudo-sequence HLA-A68:02. The binding affinity (normalized) is 0.00804. (5) The peptide sequence is VFCAAVGRL. The MHC is H-2-Ld with pseudo-sequence H-2-Ld. The binding affinity (normalized) is 0.193. (6) The peptide sequence is TLPGCLIIL. The MHC is HLA-B18:01 with pseudo-sequence HLA-B18:01. The binding affinity (normalized) is 0.0847.